From a dataset of Full USPTO retrosynthesis dataset with 1.9M reactions from patents (1976-2016). Predict the reactants needed to synthesize the given product. (1) Given the product [C:1]([C:5]1[CH:10]=[CH:9][C:8]([N:11]2[C:12](=[O:21])[C:13]3[C:18](=[CH:17][CH:16]=[CH:15][C:14]=3[O:20][S:32]([C:35]([F:38])([F:37])[F:36])(=[O:34])=[O:33])[CH2:19]2)=[CH:7][CH:6]=1)([CH3:4])([CH3:2])[CH3:3], predict the reactants needed to synthesize it. The reactants are: [C:1]([C:5]1[CH:10]=[CH:9][C:8]([N:11]2[CH2:19][C:18]3[C:13](=[C:14]([OH:20])[CH:15]=[CH:16][CH:17]=3)[C:12]2=[O:21])=[CH:7][CH:6]=1)([CH3:4])([CH3:3])[CH3:2].C(Cl)Cl.C1C=CC(N([S:32]([C:35]([F:38])([F:37])[F:36])(=[O:34])=[O:33])[S:32]([C:35]([F:38])([F:37])[F:36])(=[O:34])=[O:33])=CC=1. (2) The reactants are: [CH3:1][O:2][C:3]1[CH:4]=[C:5]([CH:24]=[CH:25][C:26]=1[O:27][CH3:28])[CH2:6][NH:7][C:8]1[N:13]2[N:14]=[C:15]([C:17]3[O:18][CH:19]=[CH:20][CH:21]=3)[N:16]=[C:12]2[C:11]([CH:22]=[O:23])=[CH:10][N:9]=1.C(N(CC)CC)C.[C:36]([O:40][C:41](O[C:41]([O:40][C:36]([CH3:39])([CH3:38])[CH3:37])=[O:42])=[O:42])([CH3:39])([CH3:38])[CH3:37].CN(C1C=CC=CN=1)C. Given the product [C:36]([O:40][C:41]([N:7]([C:8]1[N:13]2[N:14]=[C:15]([C:17]3[O:18][CH:19]=[CH:20][CH:21]=3)[N:16]=[C:12]2[C:11]([CH:22]=[O:23])=[CH:10][N:9]=1)[CH2:6][C:5]1[CH:24]=[CH:25][C:26]([O:27][CH3:28])=[C:3]([O:2][CH3:1])[CH:4]=1)=[O:42])([CH3:39])([CH3:38])[CH3:37], predict the reactants needed to synthesize it. (3) Given the product [C:21]([O:20][C:19]([NH:18][C@H:10]1[CH2:11][C@@H:12]([C:14]([F:16])([F:15])[F:17])[CH2:13][N:8]([C:7]2[CH:6]=[CH:5][N:4]=[CH:3][C:2]=2[NH:1][C:45]([C:35]2[C:36]3=[N:37][CH:38]=[C:39]([CH:43]=[CH2:44])[CH:40]=[C:41]3[O:42][C:34]=2[NH:33][C:31](=[O:32])[O:30][C:26]([CH3:29])([CH3:28])[CH3:27])=[O:46])[CH2:9]1)=[O:25])([CH3:22])([CH3:24])[CH3:23], predict the reactants needed to synthesize it. The reactants are: [NH2:1][C:2]1[CH:3]=[N:4][CH:5]=[CH:6][C:7]=1[N:8]1[CH2:13][C@H:12]([C:14]([F:17])([F:16])[F:15])[CH2:11][C@H:10]([NH:18][C:19](=[O:25])[O:20][C:21]([CH3:24])([CH3:23])[CH3:22])[CH2:9]1.[C:26]([O:30][C:31]([NH:33][C:34]1[O:42][C:41]2[C:36](=[N:37][CH:38]=[C:39]([CH:43]=[CH2:44])[CH:40]=2)[C:35]=1[C:45](O)=[O:46])=[O:32])([CH3:29])([CH3:28])[CH3:27].CCN(C(C)C)C(C)C.CN(C(ON1N=NC2C=CC=NC1=2)=[N+](C)C)C.F[P-](F)(F)(F)(F)F. (4) Given the product [F:1][C:2]1[CH:7]=[CH:6][C:5]([F:8])=[CH:4][C:3]=1[C:9]1[S:13][C:12]([CH3:20])([C:14]2[CH:19]=[CH:18][CH:17]=[CH:16][CH:15]=2)[N:11]([C:21]2[S:24][C:25]([CH3:26])=[N:23][N:22]=2)[N:10]=1, predict the reactants needed to synthesize it. The reactants are: [F:1][C:2]1[CH:7]=[CH:6][C:5]([F:8])=[CH:4][C:3]=1[C:9]1[S:13][C:12]([CH3:20])([C:14]2[CH:19]=[CH:18][CH:17]=[CH:16][CH:15]=2)[N:11]([C:21](=[S:24])[NH:22][NH2:23])[N:10]=1.[CH3:25][C:26](C)(C)C([O-])([O-])[O-]. (5) Given the product [O:1]1[C:5]2=[CH:6][N:7]=[CH:8][CH:9]=[C:4]2[C:3]([N:10]([CH2:11][CH2:12][OH:13])[C:14]2[CH:15]=[C:16]3[C:21](=[CH:22][CH:23]=2)[C:20]([OH:24])=[CH:19][CH:18]=[CH:17]3)=[CH:2]1, predict the reactants needed to synthesize it. The reactants are: [O:1]1[C:5]2=[CH:6][N:7]=[CH:8][CH:9]=[C:4]2[C:3]([N:10]([C:14]2[CH:23]=[CH:22][C:21]3[C:16](=[CH:17][CH:18]=[CH:19][C:20]=3[O:24]C)[CH:15]=2)[CH2:11][CH2:12][OH:13])=[CH:2]1.B(Br)(Br)Br. (6) Given the product [F:8][C:7]1[C:2]([NH:25][NH2:26])=[N:3][C:4]([CH3:10])=[N:5][C:6]=1[NH:17][CH2:16][C:12]1[S:11][CH:15]=[CH:14][N:13]=1, predict the reactants needed to synthesize it. The reactants are: Cl[C:2]1[C:7]([F:8])=[C:6](Cl)[N:5]=[C:4]([CH3:10])[N:3]=1.[S:11]1[CH:15]=[CH:14][N:13]=[C:12]1[CH2:16][NH2:17].C(N(CC)CC)C.[NH2:25][NH2:26]. (7) Given the product [F:12][C:13]1[CH:14]=[C:15]([CH:18]=[CH:19][C:20]=1[O:9][C:7]1[CH:6]=[CH:5][N:4]=[C:3]([C:2]([F:1])([F:10])[F:11])[CH:8]=1)[CH:16]=[O:17], predict the reactants needed to synthesize it. The reactants are: [F:1][C:2]([F:11])([F:10])[C:3]1[CH:8]=[C:7]([OH:9])[CH:6]=[CH:5][N:4]=1.[F:12][C:13]1[CH:14]=[C:15]([CH:18]=[CH:19][C:20]=1F)[CH:16]=[O:17].C(=O)([O-])[O-].[K+].[K+]. (8) Given the product [F:1][C:2]1[CH:3]=[N:4][C:5]2[C:10]([C:11]=1[CH2:12][OH:13])=[N:9][C:8]([O:14][CH3:15])=[CH:7][CH:6]=2, predict the reactants needed to synthesize it. The reactants are: [F:1][C:2]1[CH:3]=[N:4][C:5]2[C:10]([C:11]=1[CH:12]=[O:13])=[N:9][C:8]([O:14][CH3:15])=[CH:7][CH:6]=2.[BH4-].[Na+].O. (9) Given the product [C:1]([O:5][C:6]([N:8]1[CH2:9][CH:10]([CH3:15])[N:11]([CH2:28][CH2:29][OH:30])[CH:12]([CH3:14])[CH2:13]1)=[O:7])([CH3:2])([CH3:3])[CH3:4], predict the reactants needed to synthesize it. The reactants are: [C:1]([O:5][C:6]([N:8]1[CH2:13][CH:12]([CH3:14])[NH:11][CH:10]([CH3:15])[C:9]1=C=O)=[O:7])([CH3:4])([CH3:3])[CH3:2].[H-].[Al+3].[Li+].[H-].[H-].[H-].O.[OH-].[Na+].C1C[O:30][CH2:29][CH2:28]1. (10) Given the product [Cl:1][C:2]1[CH:10]=[CH:9][C:8]2[N:7]([CH2:27][CH2:26][C:24]3[CH:25]=[C:20]4[CH:19]=[CH:18][N:17]([CH3:16])[C:21]4=[N:22][CH:23]=3)[C:6]3[CH2:11][CH2:12][N:13]([CH3:15])[CH2:14][C:5]=3[C:4]=2[CH:3]=1, predict the reactants needed to synthesize it. The reactants are: [Cl:1][C:2]1[CH:10]=[CH:9][C:8]2[NH:7][C:6]3[CH2:11][CH2:12][N:13]([CH3:15])[CH2:14][C:5]=3[C:4]=2[CH:3]=1.[CH3:16][N:17]1[C:21]2=[N:22][CH:23]=[C:24]([CH:26]=[CH2:27])[CH:25]=[C:20]2[CH:19]=[CH:18]1.[OH-].[K+].